This data is from Reaction yield outcomes from USPTO patents with 853,638 reactions. The task is: Predict the reaction yield, written as a fraction of the theoretical maximum amount of product (1.0 means a 100% yield; for example, 0.34 means a 34% yield). (1) The reactants are [CH3:1][NH:2][S:3]([C:6]1[CH:11]=[CH:10][C:9](B(O)O)=[CH:8][CH:7]=1)(=[O:5])=[O:4].[C:15]([O:19][C:20](=[O:29])[NH:21][C:22]1[CH:27]=[CH:26][CH:25]=[C:24](Br)[N:23]=1)([CH3:18])([CH3:17])[CH3:16].C([O-])([O-])=O.[K+].[K+]. The catalyst is CN(C=O)C.O.C1C=CC([P]([Pd]([P](C2C=CC=CC=2)(C2C=CC=CC=2)C2C=CC=CC=2)([P](C2C=CC=CC=2)(C2C=CC=CC=2)C2C=CC=CC=2)[P](C2C=CC=CC=2)(C2C=CC=CC=2)C2C=CC=CC=2)(C2C=CC=CC=2)C2C=CC=CC=2)=CC=1. The product is [CH3:1][NH:2][S:3]([C:6]1[CH:11]=[CH:10][C:9]([C:24]2[N:23]=[C:22]([NH:21][C:20](=[O:29])[O:19][C:15]([CH3:17])([CH3:16])[CH3:18])[CH:27]=[CH:26][CH:25]=2)=[CH:8][CH:7]=1)(=[O:5])=[O:4]. The yield is 0.580. (2) The reactants are [O:1]1[C:5]2[CH:6]=[CH:7][C:8]([C:10]3([C:13]([NH:15][C:16]4[N:21]=[C:20]([C:22]5[CH:27]=[CH:26][N:25]=[C:24]([O:28]C)[CH:23]=5)[C:19]([CH3:30])=[C:18]([CH3:31])[CH:17]=4)=[O:14])[CH2:12][CH2:11]3)=[CH:9][C:4]=2[CH2:3][CH2:2]1.[Si](I)(C)(C)C.CO.C(OCC)(=O)C. The catalyst is CC#N. The product is [O:1]1[C:5]2[CH:6]=[CH:7][C:8]([C:10]3([C:13]([NH:15][C:16]4[CH:17]=[C:18]([CH3:31])[C:19]([CH3:30])=[C:20]([C:22]5[CH:27]=[CH:26][NH:25][C:24](=[O:28])[CH:23]=5)[N:21]=4)=[O:14])[CH2:12][CH2:11]3)=[CH:9][C:4]=2[CH2:3][CH2:2]1. The yield is 0.540. (3) The reactants are [F:1][C:2]1[CH:7]=[CH:6][C:5]([C:8]2[O:9][C:10]3[CH:20]=[C:19]([N:21]([CH3:26])[S:22]([CH3:25])(=[O:24])=[O:23])[C:18]([C:27]4[CH:28]=[CH:29][C:30]5[O:46][CH2:45][N:33]6[C:34]7[CH:35]=[CH:36][CH:37]=[C:38]([C:41]([O:43]C)=[O:42])[C:39]=7[CH:40]=[C:32]6[C:31]=5[N:47]=4)=[CH:17][C:11]=3[C:12]=2[C:13](=[O:16])[NH:14][CH3:15])=[CH:4][CH:3]=1.O[Li].O.Cl. The catalyst is O1CCOCC1.O. The product is [F:1][C:2]1[CH:3]=[CH:4][C:5]([C:8]2[O:9][C:10]3[CH:20]=[C:19]([N:21]([CH3:26])[S:22]([CH3:25])(=[O:24])=[O:23])[C:18]([C:27]4[CH:28]=[CH:29][C:30]5[O:46][CH2:45][N:33]6[C:34]7[CH:35]=[CH:36][CH:37]=[C:38]([C:41]([OH:43])=[O:42])[C:39]=7[CH:40]=[C:32]6[C:31]=5[N:47]=4)=[CH:17][C:11]=3[C:12]=2[C:13](=[O:16])[NH:14][CH3:15])=[CH:6][CH:7]=1. The yield is 0.760. (4) The reactants are C(OC(=O)[NH:7][C:8]1[CH:13]=[CH:12][CH:11]=[C:10]([C:14]2[CH:19]=[CH:18][C:17]([CH2:20][NH:21][S:22]([CH3:25])(=[O:24])=[O:23])=[CH:16][CH:15]=2)[N:9]=1)(C)(C)C. The catalyst is Cl.CO. The product is [NH2:7][C:8]1[N:9]=[C:10]([C:14]2[CH:15]=[CH:16][C:17]([CH2:20][NH:21][S:22]([CH3:25])(=[O:24])=[O:23])=[CH:18][CH:19]=2)[CH:11]=[CH:12][CH:13]=1. The yield is 0.800. (5) The reactants are CO[C:3]([C:5]1[NH:6][N:7]=[C:8]([O:10][CH2:11][C:12]2[C:13]([C:18]3[CH:23]=[CH:22][C:21]([F:24])=[CH:20][CH:19]=3)=[N:14][O:15][C:16]=2[CH3:17])[CH:9]=1)=[O:4].[CH3:25][N:26]([CH3:28])[NH2:27]. No catalyst specified. The product is [CH3:25][N:26]([CH3:28])[NH:27][C:3]([C:5]1[NH:6][N:7]=[C:8]([O:10][CH2:11][C:12]2[C:13]([C:18]3[CH:19]=[CH:20][C:21]([F:24])=[CH:22][CH:23]=3)=[N:14][O:15][C:16]=2[CH3:17])[CH:9]=1)=[O:4]. The yield is 0.230. (6) The catalyst is C(OCC)(=O)C.[Pd]. The product is [OH:1][C:2]([CH3:11])([CH2:8][CH2:9][CH3:10])[C:3]([O:5][CH2:6][CH3:7])=[O:4]. The yield is 0.592. The reactants are [OH:1][C:2]([CH3:11])([CH2:8][CH:9]=[CH2:10])[C:3]([O:5][CH2:6][CH3:7])=[O:4]. (7) The reactants are [CH3:1][N:2]1[CH2:7][CH2:6][N:5]([C:8]2[N:13]3[C:14]([C:30]#[N:31])=[C:15]([CH2:17][N:18]([CH3:29])[C@@H:19]4[C:28]5[N:27]=[CH:26][CH:25]=[CH:24][C:23]=5[CH2:22][CH2:21][CH2:20]4)[N:16]=[C:12]3[CH:11]=[CH:10][CH:9]=2)[CH2:4][CH2:3]1.S(=O)(=O)(O)[OH:33]. No catalyst specified. The product is [CH3:1][N:2]1[CH2:7][CH2:6][N:5]([C:8]2[N:13]3[C:14]([C:30]([NH2:31])=[O:33])=[C:15]([CH2:17][N:18]([CH3:29])[C@@H:19]4[C:28]5[N:27]=[CH:26][CH:25]=[CH:24][C:23]=5[CH2:22][CH2:21][CH2:20]4)[N:16]=[C:12]3[CH:11]=[CH:10][CH:9]=2)[CH2:4][CH2:3]1. The yield is 0.530. (8) The reactants are [Li]CCCC.[CH2:6]([N:13]([CH2:20][C:21]1[CH:26]=[CH:25][CH:24]=[CH:23][CH:22]=1)[CH2:14][C:15]([O:17][CH2:18][CH3:19])=[O:16])[C:7]1[CH:12]=[CH:11][CH:10]=[CH:9][CH:8]=1.[CH3:27][C:28]([CH3:33])([CH3:32])[C:29](Cl)=[O:30]. The catalyst is C1COCC1. The product is [CH2:20]([N:13]([CH2:6][C:7]1[CH:8]=[CH:9][CH:10]=[CH:11][CH:12]=1)[C@@H:14]([C:29](=[O:30])[C:28]([CH3:33])([CH3:32])[CH3:27])[C:15]([O:17][CH2:18][CH3:19])=[O:16])[C:21]1[CH:22]=[CH:23][CH:24]=[CH:25][CH:26]=1. The yield is 0.760.